From a dataset of Catalyst prediction with 721,799 reactions and 888 catalyst types from USPTO. Predict which catalyst facilitates the given reaction. (1) Reactant: [F:1][C:2]1[CH:7]=[CH:6][C:5]([C:8]2[O:9][C:10]3[CH:20]=[CH:19][C:18]([C:21]4[C:22]([CH3:33])=[CH:23][C:24]([O:31][CH3:32])=[C:25]([CH:30]=4)[C:26]([O:28]C)=[O:27])=[CH:17][C:11]=3[C:12]=2[C:13](=[O:16])[NH:14][CH3:15])=[CH:4][CH:3]=1.[OH-].[Na+]. Product: [F:1][C:2]1[CH:3]=[CH:4][C:5]([C:8]2[O:9][C:10]3[CH:20]=[CH:19][C:18]([C:21]4[C:22]([CH3:33])=[CH:23][C:24]([O:31][CH3:32])=[C:25]([CH:30]=4)[C:26]([OH:28])=[O:27])=[CH:17][C:11]=3[C:12]=2[C:13](=[O:16])[NH:14][CH3:15])=[CH:6][CH:7]=1. The catalyst class is: 24. (2) Reactant: [C:1]([O:5][C:6]([N:8]1[CH2:13][CH2:12][O:11][C@H:10]([C:14]([OH:16])=O)[CH2:9]1)=[O:7])([CH3:4])([CH3:3])[CH3:2].C(N(C(C)C)CC)(C)C.Cl.[CH3:27][NH:28][O:29][CH3:30].Cl.CN(C)CCCN=C=NCC. The catalyst class is: 4. Product: [C:1]([O:5][C:6]([N:8]1[CH2:13][CH2:12][O:11][C@H:10]([C:14](=[O:16])[N:28]([O:29][CH3:30])[CH3:27])[CH2:9]1)=[O:7])([CH3:2])([CH3:3])[CH3:4]. (3) Reactant: [C:1]([NH2:5])(=[O:4])[CH:2]=[CH2:3].[CH3:6][CH:7]([CH3:13])[CH2:8][S:9]([OH:12])(=[O:11])=[O:10].[C:14]([OH:18])(=[O:17])[CH:15]=[CH2:16].COC(=O)C(N=NC(C)(C)C(OC)=O)(C)C. Product: [C:1]([NH2:5])(=[O:4])[CH:2]=[CH2:3].[CH3:6][CH:7]([CH3:13])[CH2:8][S:9]([OH:12])(=[O:11])=[O:10].[C:14]([OH:18])(=[O:17])[CH:15]=[CH2:16]. The catalyst class is: 252. (4) Reactant: [NH2:1][C@@H:2]([CH2:6][CH3:7])[C:3]([O-:5])=[O:4].[C:8]([O-])(=O)C.[Na+].[CH3:13][C:14]([CH3:16])=O.C(O[BH-](OC(=O)C)OC(=O)C)(=O)C.[Na+].C(=O)([O-])[O-].[Na+].[Na+]. Product: [CH:14]([NH:1][C@@H:2]([CH2:6][CH3:7])[C:3]([O:5][CH3:8])=[O:4])([CH3:16])[CH3:13]. The catalyst class is: 46. (5) The catalyst class is: 5. Product: [C:1]([C:5]1[CH:6]=[C:7]2[C:12](=[C:13]([F:15])[CH:14]=1)[C:11](=[O:16])[N:10]([C:17]1[CH:24]=[CH:23][CH:22]=[C:21]([C:25]3[CH:30]=[C:29]([NH:31][C:32]4[CH:37]=[CH:36][C:35]([C:38]([N:40]5[CH2:45][CH2:44][O:43][CH2:42][CH2:41]5)=[O:39])=[CH:34][N:33]=4)[C:28](=[O:46])[N:27]([CH3:47])[CH:26]=3)[C:18]=1[CH2:19][OH:20])[N:9]=[CH:8]2)([CH3:4])([CH3:2])[CH3:3]. Reactant: [C:1]([C:5]1[CH:6]=[C:7]2[C:12](=[C:13]([F:15])[CH:14]=1)[C:11](=[O:16])[N:10]([C:17]1[CH:24]=[CH:23][CH:22]=[C:21]([C:25]3[CH:30]=[C:29]([NH:31][C:32]4[CH:37]=[CH:36][C:35]([C:38]([N:40]5[CH2:45][CH2:44][O:43][CH2:42][CH2:41]5)=[O:39])=[CH:34][N:33]=4)[C:28](=[O:46])[N:27]([CH3:47])[CH:26]=3)[C:18]=1[CH:19]=[O:20])[N:9]=[CH:8]2)([CH3:4])([CH3:3])[CH3:2].C(Cl)Cl.[BH4-].[Na+]. (6) Reactant: [F:1][C:2]1[C:3]([NH:26][C:27]2[CH:32]=[CH:31][C:30]([I:33])=[CH:29][C:28]=2[F:34])=[C:4]([CH:12]=[C:13](/[CH:16]=[N:17]/[O:18][CH2:19][CH2:20][CH2:21][C:22](=[O:25])NC)[C:14]=1[F:15])[C:5]([NH:7][O:8][CH2:9][CH2:10][OH:11])=[O:6].ClC(Cl)C(O)=O. Product: [F:1][C:2]1[C:3]([NH:26][C:27]2[CH:32]=[CH:31][C:30]([I:33])=[CH:29][C:28]=2[F:34])=[C:4]([CH:12]=[C:13]([CH2:16][N:17]2[C:22](=[O:25])[CH2:21][CH2:20][CH2:19][O:18]2)[C:14]=1[F:15])[C:5]([NH:7][O:8][CH2:9][CH2:10][OH:11])=[O:6]. The catalyst class is: 2.